From a dataset of Forward reaction prediction with 1.9M reactions from USPTO patents (1976-2016). Predict the product of the given reaction. (1) Given the reactants [OH:1][C:2]1[CH:3]=[C:4]([C:12]([O:14][CH3:15])=[O:13])[CH:5]=[C:6]([CH:11]=1)[C:7]([O:9][CH3:10])=[O:8].Br[CH2:17][C@@H:18]([CH3:21])[CH2:19][CH3:20].C([O-])([O-])=O.[K+].[K+].CCCCCC, predict the reaction product. The product is: [CH3:17][C@@H:18]([CH2:19][CH3:20])[CH2:21][O:1][C:2]1[CH:11]=[C:6]([C:7]([O:9][CH3:10])=[O:8])[CH:5]=[C:4]([CH:3]=1)[C:12]([O:14][CH3:15])=[O:13]. (2) Given the reactants [F:1][C:2]1[CH:7]=[C:6]([F:8])[C:5]([F:9])=[CH:4][C:3]=1[N:10]=[C:11]=S.[NH:13]([C:15](=[O:39])[C:16]([NH:18][C:19]1[CH:20]=[CH:21][C:22]([O:25][CH:26]2[CH2:31][CH2:30][CH:29]([C:32]([O:34][C:35]([CH3:38])([CH3:37])[CH3:36])=[O:33])[CH2:28][CH2:27]2)=[N:23][CH:24]=1)=[O:17])[NH2:14].Cl.CN(C)CCCN=C=NCC, predict the reaction product. The product is: [F:1][C:2]1[CH:7]=[C:6]([F:8])[C:5]([F:9])=[CH:4][C:3]=1[NH:10][C:11]1[O:39][C:15]([C:16]([NH:18][C:19]2[CH:20]=[CH:21][C:22]([O:25][CH:26]3[CH2:31][CH2:30][CH:29]([C:32]([O:34][C:35]([CH3:38])([CH3:37])[CH3:36])=[O:33])[CH2:28][CH2:27]3)=[N:23][CH:24]=2)=[O:17])=[N:13][N:14]=1. (3) Given the reactants [C:1]1([NH2:8])[CH:6]=[CH:5]C=C(N)C=1.[CH:21]1C(CC2C=C[C:19]([NH2:22])=[CH:20][CH:21]=2)=CC=[C:19]([NH2:22])[CH:20]=1.NC1C2C(=C(N)C=CC=2)C=CC=1.NC1C=C(N)C=C(N)C=1.NC1C=C(N)C=C(N)C=1C.NC1C2C(=CC(N)=CC=2)C=C(N)C=1.NC1N(N)C(N)=NN=1.NC1C2[C:89](=[O:91])[C:88]3[C:83](=C(N)C=CC=3N)[C:82](=[O:94])C=2C(N)=CC=1, predict the reaction product. The product is: [NH2:22][CH2:19][CH2:20][CH2:21][O:91][CH2:89][CH2:88][CH2:83][CH2:82][O:94][CH2:5][CH2:6][CH2:1][NH2:8]. (4) Given the reactants C(NC(C)C)(C)C.C([Li])CCC.CCCCCC.[Br:19][C:20]1[CH:21]=[C:22]2[C:27](=[CH:28][CH:29]=1)[N:26]=[C:25]([CH3:30])[CH:24]=[CH:23]2.Cl[C:32]([O:34][CH2:35][CH3:36])=[O:33], predict the reaction product. The product is: [Br:19][C:20]1[CH:21]=[C:22]2[C:27](=[CH:28][CH:29]=1)[N:26]=[C:25]([CH2:30][C:32]([O:34][CH2:35][CH3:36])=[O:33])[CH:24]=[CH:23]2. (5) Given the reactants [CH3:1][CH2:2][CH:3](O)[CH2:4][CH2:5][CH2:6][CH2:7][CH3:8].N1C(Cl)=NC(Cl)=NC=1[Cl:12], predict the reaction product. The product is: [Cl:12][CH:3]([CH2:4][CH2:5][CH2:6][CH2:7][CH3:8])[CH2:2][CH3:1]. (6) The product is: [F:17][C:4]1[CH:3]=[C:2]([C:24]2[CH:25]=[C:20]([CH:21]=[CH:22][CH:23]=2)[C:18]#[N:19])[C:10]2[N:9]3[CH2:11][CH2:12][NH:13][C:14](=[O:15])[C:8]3=[C:7]([CH3:16])[C:6]=2[CH:5]=1. Given the reactants Br[C:2]1[C:10]2[N:9]3[CH2:11][CH2:12][NH:13][C:14](=[O:15])[C:8]3=[C:7]([CH3:16])[C:6]=2[CH:5]=[C:4]([F:17])[CH:3]=1.[C:18]([C:20]1[CH:21]=[C:22](B(O)O)[CH:23]=[CH:24][CH:25]=1)#[N:19], predict the reaction product. (7) Given the reactants CCN(C(C)C)C(C)C.[Br:10][C:11]1[CH:12]=[C:13]2[C:24](=[CH:25][CH:26]=1)[O:23][C:16]1[C:17]([F:22])=[N:18][C:19]([Cl:21])=[CH:20][C:15]=1[C:14]2([CH2:39][C:40]([O:42]C)=O)[NH:27][C:28]([NH:37][CH3:38])=[N:29][C:30]([O:32][C:33]([CH3:36])([CH3:35])[CH3:34])=[O:31], predict the reaction product. The product is: [Br:10][C:11]1[CH:12]=[C:13]2[C:14]3([CH2:39][C:40](=[O:42])[N:37]([CH3:38])[C:28]([NH:29][C:30](=[O:31])[O:32][C:33]([CH3:35])([CH3:36])[CH3:34])=[N:27]3)[C:15]3[CH:20]=[C:19]([Cl:21])[N:18]=[C:17]([F:22])[C:16]=3[O:23][C:24]2=[CH:25][CH:26]=1. (8) Given the reactants [CH3:1][S:2][C:3]([S:30][CH3:31])=[CH:4][C:5]([C:7]1[N:23](C2CCCCO2)[C:10]2=[CH:11][C:12]3[C:13]([CH3:22])([CH3:21])[C:14](=[O:20])[N:15]([CH2:18][CH3:19])[C:16]=3[CH:17]=[C:9]2[N:8]=1)=[O:6].O.C1(C)C=CC(S(O)(=O)=O)=CC=1.O, predict the reaction product. The product is: [CH3:31][S:30][C:3]([S:2][CH3:1])=[CH:4][C:5]([C:7]1[NH:23][C:10]2=[CH:11][C:12]3[C:13]([CH3:21])([CH3:22])[C:14](=[O:20])[N:15]([CH2:18][CH3:19])[C:16]=3[CH:17]=[C:9]2[N:8]=1)=[O:6].